From a dataset of Retrosynthesis with 50K atom-mapped reactions and 10 reaction types from USPTO. Predict the reactants needed to synthesize the given product. (1) Given the product Cc1cccc(NC(=O)[C@@H](NC(=O)OCC2c3ccccc3-c3ccccc32)C(C)C)c1C(=O)O, predict the reactants needed to synthesize it. The reactants are: Cc1cccc(NC(=O)[C@@H](N)C(C)C)c1C(=O)O.O=C(Cl)OCC1c2ccccc2-c2ccccc21. (2) Given the product CNc1cc(CO)ccn1, predict the reactants needed to synthesize it. The reactants are: CN.OCc1ccnc(Cl)c1. (3) The reactants are: CC(C)(O)c1ccn2c(-c3ccc(F)c(Cl)c3)cnc2c1F.OB(O)c1ccc(Cl)cc1Cl. Given the product CC(C)(O)c1ccn2c(-c3ccc(F)c(-c4ccc(Cl)cc4Cl)c3)cnc2c1F, predict the reactants needed to synthesize it. (4) Given the product COc1cnn(-c2ccc(-c3ccn(CC[C@](C)(C(=O)NOC4CCCCO4)S(C)(=O)=O)c(=O)c3)cc2)n1, predict the reactants needed to synthesize it. The reactants are: COc1cnn(-c2ccc(B3OC(C)(C)C(C)(C)O3)cc2)n1.C[C@@](CCn1ccc(I)cc1=O)(C(=O)NOC1CCCCO1)S(C)(=O)=O. (5) Given the product COC(=O)c1ccc(-c2ccc(OC)c(-c3ccc(C(F)(F)F)cc3CO)c2)c(C)c1, predict the reactants needed to synthesize it. The reactants are: COC(=O)c1ccc(-c2ccc(OC)c(Br)c2)c(C)c1.OCc1cc(C(F)(F)F)ccc1Cl.